The task is: Predict the reactants needed to synthesize the given product.. This data is from Full USPTO retrosynthesis dataset with 1.9M reactions from patents (1976-2016). (1) Given the product [CH3:24][O:23][C:13]1[C:11]2[N:12]=[C:8]([NH:7][C:5](=[O:6])[C:4]3[CH:25]=[CH:26][N:27]=[C:2]([NH:34][CH2:35][CH2:36][C:37]4[CH:42]=[CH:41][CH:40]=[CH:39][N:38]=4)[CH:3]=3)[S:9][C:10]=2[C:16]([N:17]2[CH2:22][CH2:21][O:20][CH2:19][CH2:18]2)=[CH:15][CH:14]=1, predict the reactants needed to synthesize it. The reactants are: Br[C:2]1[CH:3]=[C:4]([CH:25]=[CH:26][N:27]=1)[C:5]([NH:7][C:8]1[S:9][C:10]2[C:16]([N:17]3[CH2:22][CH2:21][O:20][CH2:19][CH2:18]3)=[CH:15][CH:14]=[C:13]([O:23][CH3:24])[C:11]=2[N:12]=1)=[O:6].C(=O)([O-])[O-].[Cs+].[Cs+].[NH2:34][CH2:35][CH2:36][C:37]1[CH:42]=[CH:41][CH:40]=[CH:39][N:38]=1. (2) The reactants are: [Cl-].[CH3:2][O:3][C:4]1[CH:10]=[CH:9][C:8]([C:11]2[C:17]3[CH:18]=[C:19]([O:26][CH3:27])[C:20]([O:24][CH3:25])=[C:21]([O:22][CH3:23])[C:16]=3[O:15][CH2:14][C:13](=[O:28])[CH:12]=2)=[CH:7][C:5]=1[NH3+:6].[C:29]([NH:36][C@H:37]([C:42](O)=[O:43])[CH2:38][CH:39]([CH3:41])[CH3:40])([O:31][C:32]([CH3:35])([CH3:34])[CH3:33])=[O:30].CN(C)CCCN=C=NCC.CN(C1C=CC=CN=1)C. Given the product [C:29](=[O:30])([O-:31])[NH2:36].[CH3:2][O:3][C:4]1[CH:10]=[CH:9][C:8]([C:11]2[C:17]3[CH:18]=[C:19]([O:26][CH3:27])[C:20]([O:24][CH3:25])=[C:21]([O:22][CH3:23])[C:16]=3[O:15][CH2:14][C:13](=[O:28])[CH:12]=2)=[CH:7][C:5]=1[NH:6][C:42]([CH:37]([NH:36][C:29](=[O:30])[O:31][C:32]([CH3:33])([CH3:35])[CH3:34])[CH2:38][CH:39]([CH3:41])[CH3:40])=[O:43], predict the reactants needed to synthesize it. (3) Given the product [C:1]([O:9][C:10]1[CH:11]=[CH:12][C:13]([O:16][CH2:22][CH2:21][O:20][CH:17]=[CH2:18])=[CH:14][CH:15]=1)(=[O:8])[C:2]1[CH:3]=[CH:4][CH:5]=[CH:6][CH:7]=1, predict the reactants needed to synthesize it. The reactants are: [C:1]([O:9][C:10]1[CH:15]=[CH:14][C:13]([OH:16])=[CH:12][CH:11]=1)(=[O:8])[C:2]1[CH:7]=[CH:6][CH:5]=[CH:4][CH:3]=1.[CH2:17]([O:20][CH2:21][CH2:22]OC1C=CC(OCC2C=CC=CC=2)=CC=1)[CH:18]=C. (4) Given the product [Si:1]([O:8][C@@H:9]1[CH2:12][C@H:11](/[CH:13]=[N:21]/[S:19]([C:16]([CH3:18])([CH3:17])[CH3:15])=[O:20])[CH2:10]1)([C:4]([CH3:7])([CH3:6])[CH3:5])([CH3:3])[CH3:2], predict the reactants needed to synthesize it. The reactants are: [Si:1]([O:8][C@@H:9]1[CH2:12][C@H:11]([CH:13]=O)[CH2:10]1)([C:4]([CH3:7])([CH3:6])[CH3:5])([CH3:3])[CH3:2].[CH3:15][C:16]([S:19]([NH2:21])=[O:20])([CH3:18])[CH3:17]. (5) Given the product [Cl:18][C:7]1[CH:8]=[C:9]2[C:4](=[CH:5][CH:6]=1)[N:3]=[C:2]([N:20]([CH3:19])[NH2:21])[N:11]=[C:10]2[C:12]1[CH:17]=[CH:16][CH:15]=[CH:14][CH:13]=1, predict the reactants needed to synthesize it. The reactants are: Cl[C:2]1[N:11]=[C:10]([C:12]2[CH:17]=[CH:16][CH:15]=[CH:14][CH:13]=2)[C:9]2[C:4](=[CH:5][CH:6]=[C:7]([Cl:18])[CH:8]=2)[N:3]=1.[CH3:19][NH:20][NH2:21]. (6) Given the product [F:18][C:19]1[CH:20]=[CH:21][C:22]([C:25]2[S:29][C:28]([CH3:30])=[N:27][C:26]=2[C:31]([N:13]2[CH2:14][CH2:15][CH2:16][CH2:17][CH:12]2[CH2:11][C:3]2[O:4][C:5]3[CH:10]=[CH:9][CH:8]=[CH:7][C:6]=3[C:2]=2[CH3:1])=[O:32])=[CH:23][CH:24]=1, predict the reactants needed to synthesize it. The reactants are: [CH3:1][C:2]1[C:6]2[CH:7]=[CH:8][CH:9]=[CH:10][C:5]=2[O:4][C:3]=1[CH2:11][CH:12]1[CH2:17][CH2:16][CH2:15][CH2:14][NH:13]1.[F:18][C:19]1[CH:24]=[CH:23][C:22]([C:25]2[S:29][C:28]([CH3:30])=[N:27][C:26]=2[C:31](O)=[O:32])=[CH:21][CH:20]=1. (7) Given the product [NH:51]([N:62]=[N+:63]=[N-:64])[C@H:52]([C:44]([NH:36][C@H:37]([C:42]([NH:26][C@H:27]([C:32]([NH:9][NH2:18])=[O:34])[CH2:28][CH:29]([CH3:30])[CH3:31])=[O:43])[CH2:38][CH:39]([CH3:40])[CH3:41])=[O:46])[CH2:53][C:54]1[CH:59]=[CH:58][CH:57]=[CH:56][CH:55]=1, predict the reactants needed to synthesize it. The reactants are: CN(C(O[N:9]1[N:18]=NC2C=CC(=CC1=2)Cl)=[N+](C)C)C.F[P-](F)(F)(F)(F)F.[NH2:26][C@H:27]([C:32]([O:34]C)=O)[CH2:28][CH:29]([CH3:31])[CH3:30].[NH:36]([C:44]([O:46]C(C)(C)C)=O)[C@H:37]([CH:42]=[O:43])[CH2:38][CH:39]([CH3:41])[CH3:40].[NH:51]([N:62]=[N+:63]=[N-:64])[C@H:52](C=O)[CH2:53][C:54]1[CH:59]=[CH:58][CH:57]=[CH:56][CH:55]=1.O.NN. (8) The reactants are: Cl[C:2]1[N:3]=[C:4]([N:15]2[CH2:20][CH2:19][O:18][CH2:17][CH2:16]2)[C:5]2[S:10][C:9]([C:11]([OH:14])([CH3:13])[CH3:12])=[CH:8][C:6]=2[N:7]=1.CC1(C)C(C)(C)OB([C:29]2[C:38]3[C:33](=[CH:34][CH:35]=[CH:36][CH:37]=3)[C:32]([NH2:39])=[N:31][CH:30]=2)O1.C(=O)([O-])[O-].[Na+].[Na+]. Given the product [NH2:39][C:32]1[C:33]2[C:38](=[CH:37][CH:36]=[CH:35][CH:34]=2)[C:29]([C:2]2[N:3]=[C:4]([N:15]3[CH2:20][CH2:19][O:18][CH2:17][CH2:16]3)[C:5]3[S:10][C:9]([C:11]([OH:14])([CH3:13])[CH3:12])=[CH:8][C:6]=3[N:7]=2)=[CH:30][N:31]=1, predict the reactants needed to synthesize it. (9) Given the product [CH2:45]([N:10]([CH2:8][CH3:9])[C:11]([C:13]1[CH:14]=[CH:15][C:16]2[N:17]([CH:29]3[CH2:30][CH:31]4[N:36]([CH2:37][CH2:38][C:39]5[CH:44]=[CH:43][CH:42]=[CH:41][CH:40]=5)[CH:34]([CH2:33][CH2:32]4)[CH2:35]3)[C:18]3[C:23]([O:24][C:25]=2[CH:26]=1)=[C:22]([OH:27])[CH:21]=[CH:20][CH:19]=3)=[O:12])[CH3:46], predict the reactants needed to synthesize it. The reactants are: C(O)(C(F)(F)F)=O.[CH2:8]([N:10]([CH2:45][CH3:46])[C:11]([C:13]1[CH:14]=[CH:15][C:16]2[N:17]([CH:29]3[CH2:35][CH:34]4[N:36]([CH2:37][CH2:38][C:39]5[CH:44]=[CH:43][CH:42]=[CH:41][CH:40]=5)[CH:31]([CH2:32][CH2:33]4)[CH2:30]3)[C:18]3[C:23]([O:24][C:25]=2[CH:26]=1)=[C:22]([O:27]C)[CH:21]=[CH:20][CH:19]=3)=[O:12])[CH3:9].B(Br)(Br)Br.C([O-])(O)=O.[Na+]. (10) Given the product [Cl:28][C:10]1[CH:11]=[CH:12][C:13]([C:15]([NH:16][C:17]2[CH:22]=[CH:21][C:20]([C:23]([CH3:26])([CH3:25])[CH3:24])=[CH:19][CH:18]=2)=[O:27])=[CH:14][C:9]=1[N:8]([C:3]1[C:2]([Cl:1])=[CH:7][CH:6]=[CH:5][N:4]=1)[CH2:29][C:30](=[O:32])[N:46]([CH3:47])[CH3:44], predict the reactants needed to synthesize it. The reactants are: [Cl:1][C:2]1[C:3]([N:8]([CH2:29][C:30]([OH:32])=O)[C:9]2[CH:14]=[C:13]([C:15](=[O:27])[NH:16][C:17]3[CH:22]=[CH:21][C:20]([C:23]([CH3:26])([CH3:25])[CH3:24])=[CH:19][CH:18]=3)[CH:12]=[CH:11][C:10]=2[Cl:28])=[N:4][CH:5]=[CH:6][CH:7]=1.ON1C2C=CC=CC=2N=N1.Cl.[CH2:44]([N:46]=[C:47]=NCCCN(C)C)C.CNC.